Dataset: Forward reaction prediction with 1.9M reactions from USPTO patents (1976-2016). Task: Predict the product of the given reaction. (1) Given the reactants [N:1]1[C:10]2[C:5](=[CH:6][C:7]([C:11]([OH:13])=O)=[CH:8][CH:9]=2)[N:4]=[CH:3][CH:2]=1.[NH2:14][C:15]1[CH:16]=[C:17]([NH:22][C:23](=[O:32])[CH2:24][CH2:25][CH:26]2[CH2:31][CH2:30][CH2:29][CH2:28][CH2:27]2)[CH:18]=[CH:19][C:20]=1[CH3:21], predict the reaction product. The product is: [CH:26]1([CH2:25][CH2:24][C:23]([NH:22][C:17]2[CH:18]=[CH:19][C:20]([CH3:21])=[C:15]([NH:14][C:11]([C:7]3[CH:6]=[C:5]4[C:10](=[CH:9][CH:8]=3)[N:1]=[CH:2][CH:3]=[N:4]4)=[O:13])[CH:16]=2)=[O:32])[CH2:31][CH2:30][CH2:29][CH2:28][CH2:27]1. (2) Given the reactants [CH3:1][N:2]([CH3:14])[CH:3]=[N:4][C:5]1[C:6]2[CH:13]=[CH:12][NH:11][C:7]=2[N:8]=[CH:9][N:10]=1.CC1(C)C(C)(C)OB([C:23]2[CH2:24][CH2:25][N:26]([C:29]([O:31][C:32]([CH3:35])([CH3:34])[CH3:33])=[O:30])[CH2:27][CH:28]=2)O1.N1C=CC=CC=1C1C=CC=CN=1.C(=O)([O-])[O-].[Na+].[Na+], predict the reaction product. The product is: [CH3:1][N:2](/[CH:3]=[N:4]/[C:5]1[C:6]2[CH:13]=[CH:12][N:11]([C:23]3[CH2:28][CH2:27][N:26]([C:29]([O:31][C:32]([CH3:35])([CH3:34])[CH3:33])=[O:30])[CH2:25][CH:24]=3)[C:7]=2[N:8]=[CH:9][N:10]=1)[CH3:14]. (3) Given the reactants [O:1]1[C:5]2[CH:6]=[CH:7][CH:8]=[CH:9][C:4]=2[C:3]([C:10](=[CH2:24])[CH2:11][O:12][C:13]2[CH:18]=[CH:17][CH:16]=[CH:15][C:14]=2[C:19]2[N:20]=[CH:21][NH:22][CH:23]=2)=[CH:2]1, predict the reaction product. The product is: [O:1]1[C:5]2[CH:6]=[CH:7][CH:8]=[CH:9][C:4]=2[C:3]([CH:10]([CH3:24])[CH2:11][O:12][C:13]2[CH:18]=[CH:17][CH:16]=[CH:15][C:14]=2[C:19]2[N:20]=[CH:21][NH:22][CH:23]=2)=[CH:2]1. (4) Given the reactants [F:1][C:2]1[CH:32]=[CH:31][CH:30]=[C:29]([F:33])[C:3]=1[C:4]([NH:6][C:7]1[C:8]([C:18]2[N:19](O)[C:20]([C:24]([F:27])([F:26])[F:25])=[C:21]([CH3:23])[N:22]=2)=[N:9][N:10](C2CCCCO2)[CH:11]=1)=[O:5], predict the reaction product. The product is: [F:33][C:29]1[CH:30]=[CH:31][CH:32]=[C:2]([F:1])[C:3]=1[C:4]([NH:6][C:7]1[C:8]([C:18]2[NH:19][C:20]([C:24]([F:25])([F:26])[F:27])=[C:21]([CH3:23])[N:22]=2)=[N:9][NH:10][CH:11]=1)=[O:5]. (5) Given the reactants C(OC(N1CCNCC1C1C=CC(NC(C2N=C(C3C=CC=CC=3)OC=2C(F)(F)F)=O)=CN=1)=O)(C)(C)C.[C:38]([O:42][C:43]([N:45]1[CH2:49][CH2:48][C@H:47]([NH:50][C:51]2[N:56]=[CH:55][C:54]([NH:57][C:58]([C:60]3[N:61]=[C:62]([C:69]4[CH:74]=[CH:73][CH:72]=[CH:71][C:70]=4[O:75][C:76]([F:79])([F:78])[F:77])[O:63][C:64]=3[C:65]([F:68])([F:67])[F:66])=[O:59])=[CH:53][N:52]=2)[CH2:46]1)=[O:44])(C)(C)[CH3:39].FC(F)(F)OC1C=CC=CC=1C1OC(C(F)(F)F)=C(C(O)=O)N=1.C(OC(N1CC[C@H](NC2N=CC(N)=CN=2)C1)=O)C, predict the reaction product. The product is: [CH2:38]([O:42][C:43]([N:45]1[CH2:49][CH2:48][C@H:47]([NH:50][C:51]2[N:52]=[CH:53][C:54]([NH:57][C:58]([C:60]3[N:61]=[C:62]([C:69]4[CH:74]=[CH:73][CH:72]=[CH:71][C:70]=4[O:75][C:76]([F:79])([F:78])[F:77])[O:63][C:64]=3[C:65]([F:66])([F:67])[F:68])=[O:59])=[CH:55][N:56]=2)[CH2:46]1)=[O:44])[CH3:39]. (6) Given the reactants [Si:1]([O:8][C@H:9]1[CH2:14][CH2:13][C@H:12]([N:15]2[CH:19]=[C:18]([C:20]3[CH:25]=[N:24][C:23]([N:26]([C:34]([O:36][C:37]([CH3:40])([CH3:39])[CH3:38])=[O:35])[C:27]([O:29][C:30]([CH3:33])([CH3:32])[CH3:31])=[O:28])=[C:22]4[O:41][CH:42]=[CH:43][C:21]=34)[CH:17]=[N:16]2)[CH2:11][CH2:10]1)([C:4]([CH3:7])([CH3:6])[CH3:5])([CH3:3])[CH3:2].C([N-]C(C)C)(C)C.[Li+].Cl[Sn:53]([CH3:56])([CH3:55])[CH3:54], predict the reaction product. The product is: [Si:1]([O:8][C@H:9]1[CH2:14][CH2:13][C@H:12]([N:15]2[CH:19]=[C:18]([C:20]3[CH:25]=[N:24][C:23]([N:26]([C:34]([O:36][C:37]([CH3:40])([CH3:39])[CH3:38])=[O:35])[C:27]([O:29][C:30]([CH3:31])([CH3:32])[CH3:33])=[O:28])=[C:22]4[O:41][C:42]([Sn:53]([CH3:56])([CH3:55])[CH3:54])=[CH:43][C:21]=34)[CH:17]=[N:16]2)[CH2:11][CH2:10]1)([C:4]([CH3:5])([CH3:6])[CH3:7])([CH3:3])[CH3:2]. (7) The product is: [C:36]([NH:2][C@@H:3]1[CH2:8][CH2:7][C@H:6]([NH:9][C:10]([C:12]2[C:16]3=[N:17][CH:18]=[CH:19][C:20]([C:21]4[CH:26]=[C:25]([O:27][CH3:28])[C:24]([F:29])=[CH:23][C:22]=4[O:30][CH2:31][CH:32]4[CH2:33][CH2:34]4)=[C:15]3[NH:14][C:13]=2[CH3:35])=[O:11])[CH2:5][CH2:4]1)(=[O:38])[CH3:37]. Given the reactants Cl.[NH2:2][C@@H:3]1[CH2:8][CH2:7][C@H:6]([NH:9][C:10]([C:12]2[C:16]3=[N:17][CH:18]=[CH:19][C:20]([C:21]4[CH:26]=[C:25]([O:27][CH3:28])[C:24]([F:29])=[CH:23][C:22]=4[O:30][CH2:31][CH:32]4[CH2:34][CH2:33]4)=[C:15]3[NH:14][C:13]=2[CH3:35])=[O:11])[CH2:5][CH2:4]1.[C:36](Cl)(=[O:38])[CH3:37], predict the reaction product.